This data is from CYP2C9 inhibition data for predicting drug metabolism from PubChem BioAssay. The task is: Regression/Classification. Given a drug SMILES string, predict its absorption, distribution, metabolism, or excretion properties. Task type varies by dataset: regression for continuous measurements (e.g., permeability, clearance, half-life) or binary classification for categorical outcomes (e.g., BBB penetration, CYP inhibition). Dataset: cyp2c9_veith. (1) The result is 1 (inhibitor). The drug is Cc1cc(C(=O)N[C@@H](c2ccccc2)[C@]2(C)C[C@H]2[C@@H](C)C(=O)Nc2ccc3ccccc3c2)n(C)n1. (2) The compound is CN1CC[C@H](OC(=O)[C@](O)(c2ccccc2)C2CCCC2)C1. The result is 0 (non-inhibitor).